Regression. Given two drug SMILES strings and cell line genomic features, predict the synergy score measuring deviation from expected non-interaction effect. From a dataset of NCI-60 drug combinations with 297,098 pairs across 59 cell lines. (1) Drug 1: CC1CCC2CC(C(=CC=CC=CC(CC(C(=O)C(C(C(=CC(C(=O)CC(OC(=O)C3CCCCN3C(=O)C(=O)C1(O2)O)C(C)CC4CCC(C(C4)OC)O)C)C)O)OC)C)C)C)OC. Drug 2: CCC1=C2CN3C(=CC4=C(C3=O)COC(=O)C4(CC)O)C2=NC5=C1C=C(C=C5)O. Cell line: SF-539. Synergy scores: CSS=5.68, Synergy_ZIP=1.38, Synergy_Bliss=1.03, Synergy_Loewe=-18.9, Synergy_HSA=-1.51. (2) Drug 1: CS(=O)(=O)C1=CC(=C(C=C1)C(=O)NC2=CC(=C(C=C2)Cl)C3=CC=CC=N3)Cl. Drug 2: C1CN1P(=S)(N2CC2)N3CC3. Cell line: DU-145. Synergy scores: CSS=26.5, Synergy_ZIP=-6.59, Synergy_Bliss=-6.91, Synergy_Loewe=-23.9, Synergy_HSA=-8.58. (3) Drug 1: C1=CC(=CC=C1CC(C(=O)O)N)N(CCCl)CCCl.Cl. Drug 2: CC12CCC3C(C1CCC2OP(=O)(O)O)CCC4=C3C=CC(=C4)OC(=O)N(CCCl)CCCl.[Na+]. Cell line: EKVX. Synergy scores: CSS=-4.82, Synergy_ZIP=-0.645, Synergy_Bliss=-5.79, Synergy_Loewe=-8.73, Synergy_HSA=-7.58. (4) Drug 1: CC=C1C(=O)NC(C(=O)OC2CC(=O)NC(C(=O)NC(CSSCCC=C2)C(=O)N1)C(C)C)C(C)C. Drug 2: C1=NNC2=C1C(=O)NC=N2. Cell line: COLO 205. Synergy scores: CSS=46.8, Synergy_ZIP=-1.62, Synergy_Bliss=-4.97, Synergy_Loewe=-65.9, Synergy_HSA=-7.36.